The task is: Predict the product of the given reaction.. This data is from Forward reaction prediction with 1.9M reactions from USPTO patents (1976-2016). (1) Given the reactants [CH2:1]([C:3]1[O:4][C:5]2[CH:11]=[CH:10][CH:9]=[C:8]([O:12][CH3:13])[C:6]=2[N:7]=1)[CH3:2].[Br:14]N1C(=O)CCC1=O.O, predict the reaction product. The product is: [Br:14][C:8]1([O:12][CH3:13])[C:6]2=[N:7][CH:3]([CH2:1][CH3:2])[O:4][C:5]2=[CH:11][CH:10]=[CH:9]1. (2) Given the reactants C([Li])CCC.[N:6]1([CH:11]2[CH2:16][CH2:15][N:14]([CH2:17][C:18]3[C:19]([O:30][CH3:31])=[N:20][C:21]4[C:26]([C:27]=3[Cl:28])=[CH:25][C:24](Br)=[CH:23][CH:22]=4)[CH2:13][CH2:12]2)[CH:10]=[CH:9][CH:8]=[N:7]1.[CH3:32][N:33]1[C:37]([CH:38]=[O:39])=[CH:36][N:35]=[C:34]1[CH3:40], predict the reaction product. The product is: [N:6]1([CH:11]2[CH2:16][CH2:15][N:14]([CH2:17][C:18]3[C:19]([O:30][CH3:31])=[N:20][C:21]4[C:26]([C:27]=3[Cl:28])=[CH:25][C:24]([CH:38]([C:37]3[N:33]([CH3:32])[C:34]([CH3:40])=[N:35][CH:36]=3)[OH:39])=[CH:23][CH:22]=4)[CH2:13][CH2:12]2)[CH:10]=[CH:9][CH:8]=[N:7]1. (3) Given the reactants Cl.[Br:2][C:3]1[CH:8]=[CH:7][C:6]([N:9]2[CH2:14][CH2:13][NH:12][CH2:11][CH2:10]2)=[CH:5][CH:4]=1.C(N(CC)CC)C.[C:22](O[C:22]([O:24][C:25]([CH3:28])([CH3:27])[CH3:26])=[O:23])([O:24][C:25]([CH3:28])([CH3:27])[CH3:26])=[O:23].O, predict the reaction product. The product is: [Br:2][C:3]1[CH:4]=[CH:5][C:6]([N:9]2[CH2:14][CH2:13][N:12]([C:22]([O:24][C:25]([CH3:28])([CH3:27])[CH3:26])=[O:23])[CH2:11][CH2:10]2)=[CH:7][CH:8]=1.